Dataset: Catalyst prediction with 721,799 reactions and 888 catalyst types from USPTO. Task: Predict which catalyst facilitates the given reaction. (1) Reactant: [NH:1]1[CH2:6][CH2:5][CH2:4][C@@H:3]([N:7]([C:14]2[C:15]3[CH:22]=[CH:21][N:20]([S:23]([C:26]4[CH:32]=[CH:31][C:29]([CH3:30])=[CH:28][CH:27]=4)(=[O:25])=[O:24])[C:16]=3[N:17]=[CH:18][N:19]=2)[CH2:8][C:9]([O:11][CH2:12][CH3:13])=[O:10])[CH2:2]1.CCN=C=NCCCN(C)C.C1C=CC2N(O)N=NC=2C=1.[Cl:54][C:55]1[CH:56]=[C:57]([NH:62][CH2:63][C:64](O)=[O:65])[CH:58]=[C:59]([Cl:61])[CH:60]=1.CCN(C(C)C)C(C)C. Product: [Cl:54][C:55]1[CH:56]=[C:57]([NH:62][CH2:63][C:64]([N:1]2[CH2:6][CH2:5][CH2:4][C@@H:3]([N:7]([C:14]3[C:15]4[CH:22]=[CH:21][N:20]([S:23]([C:26]5[CH:32]=[CH:31][C:29]([CH3:30])=[CH:28][CH:27]=5)(=[O:25])=[O:24])[C:16]=4[N:17]=[CH:18][N:19]=3)[CH2:8][C:9]([O:11][CH2:12][CH3:13])=[O:10])[CH2:2]2)=[O:65])[CH:58]=[C:59]([Cl:61])[CH:60]=1. The catalyst class is: 31. (2) Reactant: [CH3:1][O:2][C:3]([C:5]1[S:6][C:7]([C:11]([CH2:29][CH3:30])([C:14]2[CH:19]=[CH:18][C:17]([O:20][CH2:21][CH:22]([OH:27])[C:23]([CH3:26])([CH3:25])[CH3:24])=[C:16]([CH3:28])[CH:15]=2)[CH2:12][CH3:13])=[CH:8][C:9]=1[CH3:10])=[O:4].N1C=CN=C1.CN(C=O)C.[CH3:41][C:42]([Si:45](Cl)([CH3:47])[CH3:46])([CH3:44])[CH3:43]. Product: [CH3:1][O:2][C:3]([C:5]1[S:6][C:7]([C:11]([C:14]2[CH:19]=[CH:18][C:17]([O:20][CH2:21][CH:22]([O:27][Si:45]([C:42]([CH3:44])([CH3:43])[CH3:41])([CH3:47])[CH3:46])[C:23]([CH3:24])([CH3:25])[CH3:26])=[C:16]([CH3:28])[CH:15]=2)([CH2:12][CH3:13])[CH2:29][CH3:30])=[CH:8][C:9]=1[CH3:10])=[O:4]. The catalyst class is: 28. (3) Reactant: [OH:1][CH2:2][C@@H:3]1[CH2:7][CH2:6][CH2:5][N:4]1[C:8]1[N:13]=[C:12]([NH:14][CH2:15][C:16]2[CH:21]=[CH:20][C:19]([O:22]C)=[C:18]([Cl:24])[CH:17]=2)[C:11]([C:25](=[O:34])[NH:26][CH2:27][C:28]2[N:33]=[CH:32][CH:31]=[CH:30][N:29]=2)=[CH:10][N:9]=1.B(Br)(Br)Br.CO.C(=O)([O-])O.[Na+]. Product: [OH:1][CH2:2][C@@H:3]1[CH2:7][CH2:6][CH2:5][N:4]1[C:8]1[N:13]=[C:12]([NH:14][CH2:15][C:16]2[CH:21]=[CH:20][C:19]([OH:22])=[C:18]([Cl:24])[CH:17]=2)[C:11]([C:25](=[O:34])[NH:26][CH2:27][C:28]2[N:29]=[CH:30][CH:31]=[CH:32][N:33]=2)=[CH:10][N:9]=1. The catalyst class is: 366. (4) Reactant: Br[C:2]1[CH:3]=[C:4]2[C:9](=[CH:10][CH:11]=1)[C:8](=[O:12])[N:7]([CH3:13])[CH:6]=[CH:5]2.[CH3:14][C:15]1[N:20]=[CH:19][C:18](B(O)O)=[CH:17][CH:16]=1.C([O-])(O)=O.[Na+]. Product: [CH3:13][N:7]1[CH:6]=[CH:5][C:4]2[C:9](=[CH:10][CH:11]=[C:2]([C:18]3[CH:19]=[N:20][C:15]([CH3:14])=[CH:16][CH:17]=3)[CH:3]=2)[C:8]1=[O:12]. The catalyst class is: 75.